From a dataset of hERG potassium channel inhibition data for cardiac toxicity prediction from Karim et al.. Regression/Classification. Given a drug SMILES string, predict its toxicity properties. Task type varies by dataset: regression for continuous values (e.g., LD50, hERG inhibition percentage) or binary classification for toxic/non-toxic outcomes (e.g., AMES mutagenicity, cardiotoxicity, hepatotoxicity). Dataset: herg_karim. (1) The compound is C[C@H]([C@H](O)c1ccc2c(c1)CCC(=O)N2)N1CCC(O)(c2ccc(F)cc2)CC1. The result is 1 (blocker). (2) The molecule is CCC(=O)N(c1ccccc1)C1CC[NH+](CCc2ccccc2)CC1. The result is 1 (blocker). (3) The drug is O=C(O)c1ccc(C2CCN([C@@H]3C[C@H]4OCC[C@@]4(C(=O)N4CCc5ncc(C(F)(F)F)cc5C4)C3)CC2)cc1. The result is 0 (non-blocker). (4) The molecule is Cn1c(SCCCN2CC3CCN(c4c(F)cccc4F)C3C2)nnc1-c1cnccn1. The result is 1 (blocker). (5) The molecule is O=C1CN(Cc2ccc(-c3cccc(CN4CCCCC4)n3)cc2)C(=O)N1CC(F)(F)F. The result is 1 (blocker). (6) The drug is Cc1ncsc1-c1nnc(CCCCN2CC3C[C@]3(c3ccc(C(F)(F)F)cc3)C2)n1C. The result is 1 (blocker). (7) The compound is CC(C)(C)OC(=O)N1CC[C@@H]2C[NH+](C[C@@H](O)COc3ccc(C#N)cc3)C[C@@H](C1)O2. The result is 1 (blocker).